Dataset: P-glycoprotein inhibition data for predicting drug efflux from Broccatelli et al.. Task: Regression/Classification. Given a drug SMILES string, predict its absorption, distribution, metabolism, or excretion properties. Task type varies by dataset: regression for continuous measurements (e.g., permeability, clearance, half-life) or binary classification for categorical outcomes (e.g., BBB penetration, CYP inhibition). Dataset: pgp_broccatelli. (1) The compound is Oc1cc(O)c2c(c1)O[C@@H](c1ccc(O)c(O)c1)[C@H](O)C2. The result is 0 (non-inhibitor). (2) The drug is CCNC(=O)Oc1ccccc1[N+](=O)[O-]. The result is 0 (non-inhibitor). (3) The compound is C[C@]12CC(=O)[C@H]3[C@@H]4CCC(=O)C=C4CC[C@H]3[C@H]1CC[C@@]2(O)C(=O)CO. The result is 1 (inhibitor). (4) The molecule is CC(=O)Oc1c(OCc2ccccc2)cc2oc(-c3ccccc3)cc(=O)c2c1OC(C)=O. The result is 1 (inhibitor). (5) The drug is CCN(CC)CCNC(=O)c1cc(S(C)(=O)=O)ccc1OC. The result is 1 (inhibitor). (6) The compound is COc1cccc(N2CCN(C[C@H](O)COc3ccccc3C(=O)CCc3ccccc3)CC2)c1. The result is 1 (inhibitor).